From a dataset of Peptide-MHC class II binding affinity with 134,281 pairs from IEDB. Regression. Given a peptide amino acid sequence and an MHC pseudo amino acid sequence, predict their binding affinity value. This is MHC class II binding data. (1) The peptide sequence is EAAVKQAYAATVAAA. The MHC is DRB1_1602 with pseudo-sequence DRB1_1602. The binding affinity (normalized) is 0.585. (2) The peptide sequence is LFLHLVGFPTHRHIQ. The MHC is H-2-IAb with pseudo-sequence H-2-IAb. The binding affinity (normalized) is 0.405. (3) The peptide sequence is SGGFSTTVSTEQNVP. The MHC is DRB1_0901 with pseudo-sequence DRB1_0901. The binding affinity (normalized) is 0.103. (4) The peptide sequence is LLNAKFFHMNIYECK. The MHC is HLA-DPA10103-DPB10301 with pseudo-sequence HLA-DPA10103-DPB10301. The binding affinity (normalized) is 0.181. (5) The MHC is HLA-DQA10501-DQB10302 with pseudo-sequence HLA-DQA10501-DQB10302. The binding affinity (normalized) is 0.244. The peptide sequence is VNMVRRGVRSLSNKI. (6) The binding affinity (normalized) is 0.0815. The peptide sequence is MKDLDEPGHLAPTGM. The MHC is HLA-DQA10102-DQB10602 with pseudo-sequence HLA-DQA10102-DQB10602. (7) The peptide sequence is SGDVIVKAIGALEDI. The MHC is H-2-IAb with pseudo-sequence H-2-IAb. The binding affinity (normalized) is 0.369. (8) The peptide sequence is INEPTAQAIAYGLDR. The MHC is HLA-DQA10501-DQB10301 with pseudo-sequence HLA-DQA10501-DQB10301. The binding affinity (normalized) is 0.503. (9) The peptide sequence is NNALQNLARTISEAG. The MHC is DRB5_0101 with pseudo-sequence DRB5_0101. The binding affinity (normalized) is 0.128. (10) The peptide sequence is AINIFNVEKYGAVGD. The MHC is HLA-DQA10501-DQB10201 with pseudo-sequence HLA-DQA10501-DQB10201. The binding affinity (normalized) is 0.208.